This data is from Forward reaction prediction with 1.9M reactions from USPTO patents (1976-2016). The task is: Predict the product of the given reaction. (1) Given the reactants [CH3:1][C:2]([CH3:31])([CH3:30])[CH2:3][C:4]([NH:6][C:7]1[C:8]([CH3:29])=[C:9]([CH3:28])[C:10]2[O:14][CH2:13][CH:12]([C:15]3[CH:20]=[CH:19][C:18](/[CH:21]=[CH:22]/[C:23]([O-:25])=[O:24])=[CH:17][CH:16]=3)[C:11]=2[C:26]=1[CH3:27])=[O:5].[C:32](OCC)(=O)[CH3:33].CCCCCC, predict the reaction product. The product is: [CH3:1][C:2]([CH3:31])([CH3:30])[CH2:3][C:4]([NH:6][C:7]1[C:8]([CH3:29])=[C:9]([CH3:28])[C:10]2[O:14][CH2:13][CH:12]([C:15]3[CH:20]=[CH:19][C:18]([CH2:21][CH2:22][C:23]([O:25][CH2:32][CH3:33])=[O:24])=[CH:17][CH:16]=3)[C:11]=2[C:26]=1[CH3:27])=[O:5]. (2) Given the reactants [Br:1][C:2]1[C:3]([C:9]#[N:10])=[N:4][CH:5]=[C:6]([CH3:8])[CH:7]=1.[CH:11](=[O:13])[CH3:12], predict the reaction product. The product is: [Br:1][C:2]1[C:3]([C:9]#[N:10])=[N:4][CH:5]=[C:6]([CH2:8][CH:11]([OH:13])[CH3:12])[CH:7]=1. (3) Given the reactants Br[C:2]1[C:3]([O:22][CH2:23][C:24]([F:27])([F:26])[F:25])=[N:4][C:5]([C:18]([F:21])([F:20])[F:19])=[C:6]([CH:17]=1)[C:7]([NH:9][C@@H:10]1[CH2:15][CH2:14][CH2:13][CH2:12][C@H:11]1[OH:16])=[O:8].[Cl:28][C:29]1[CH:34]=[CH:33][C:32](B(O)O)=[CH:31][CH:30]=1, predict the reaction product. The product is: [Cl:28][C:29]1[CH:34]=[CH:33][C:32]([C:2]2[C:3]([O:22][CH2:23][C:24]([F:26])([F:27])[F:25])=[N:4][C:5]([C:18]([F:21])([F:20])[F:19])=[C:6]([CH:17]=2)[C:7]([NH:9][C@@H:10]2[CH2:15][CH2:14][CH2:13][CH2:12][C@H:11]2[OH:16])=[O:8])=[CH:31][CH:30]=1. (4) Given the reactants [CH2:1]([O:3][C:4](=[O:13])[C:5]1[CH:10]=[C:9]([Cl:11])[C:8](Cl)=[N:7][CH:6]=1)[CH3:2].[NH:14]([C:21]([N:23]1[CH2:28][CH2:27][NH:26][CH:25]([CH2:29][CH2:30][C:31]([O:33][C:34]([CH3:37])([CH3:36])[CH3:35])=[O:32])[CH2:24]1)=[O:22])[C:15]1[CH:20]=[CH:19][CH:18]=[CH:17][CH:16]=1.C(N(CC)CC)C, predict the reaction product. The product is: [NH:14]([C:21]([N:23]1[CH2:28][CH2:27][N:26]([C:8]2[C:9]([Cl:11])=[CH:10][C:5]([C:4]([O:3][CH2:1][CH3:2])=[O:13])=[CH:6][N:7]=2)[CH:25]([CH2:29][CH2:30][C:31]([O:33][C:34]([CH3:37])([CH3:36])[CH3:35])=[O:32])[CH2:24]1)=[O:22])[C:15]1[CH:20]=[CH:19][CH:18]=[CH:17][CH:16]=1. (5) Given the reactants [O:1]1[CH:5]=[CH:4][CH:3]=[C:2]1B(O)O.C(=O)([O-])[O-].[Na+].[Na+].Br[C:16]1[CH:17]=[C:18]2[C:22](=[CH:23][CH:24]=1)[N:21]([CH3:25])[C:20]([C:26]1[CH:31]=[CH:30][C:29]([Cl:32])=[CH:28][CH:27]=1)=[C:19]2[CH2:33][CH2:34][C:35]([N:37]1[CH2:42][CH2:41][C:40]([CH2:44][C:45]2[CH:50]=[CH:49][CH:48]=[CH:47][CH:46]=2)([OH:43])[CH2:39][CH2:38]1)=[O:36], predict the reaction product. The product is: [Cl:32][C:29]1[CH:30]=[CH:31][C:26]([C:20]2[N:21]([CH3:25])[C:22]3[C:18]([C:19]=2[CH2:33][CH2:34][C:35]([N:37]2[CH2:38][CH2:39][C:40]([CH2:44][C:45]4[CH:46]=[CH:47][CH:48]=[CH:49][CH:50]=4)([OH:43])[CH2:41][CH2:42]2)=[O:36])=[CH:17][C:16]([C:2]2[O:1][CH:5]=[CH:4][CH:3]=2)=[CH:24][CH:23]=3)=[CH:27][CH:28]=1. (6) Given the reactants Br[C:2]1[CH:11]=[C:10]2[C:5]([CH:6]=[C:7]([C:13]3[N:14]=[C:15]4[C:20]([CH3:21])=[N:19][C:18]([CH3:22])=[CH:17][N:16]4[CH:23]=3)[C:8](=[O:12])[O:9]2)=[CH:4][CH:3]=1.C([O-])([O-])=O.[Cs+].[Cs+].[C:30]([N:37]1[CH2:41][CH2:40][C@H:39]([NH2:42])[CH2:38]1)([O:32][C:33]([CH3:36])([CH3:35])[CH3:34])=[O:31].COCCOC, predict the reaction product. The product is: [CH3:22][C:18]1[N:19]=[C:20]([CH3:21])[C:15]2[N:16]([CH:23]=[C:13]([C:7]3[C:8](=[O:12])[O:9][C:10]4[C:5]([CH:6]=3)=[CH:4][CH:3]=[C:2]([NH:42][C@H:39]3[CH2:40][CH2:41][N:37]([C:30]([O:32][C:33]([CH3:36])([CH3:35])[CH3:34])=[O:31])[CH2:38]3)[CH:11]=4)[N:14]=2)[CH:17]=1. (7) Given the reactants [CH3:1][N:2]1[C:6]([C:7]2[CH:8]=[C:9]([C:14]3[CH:19]=[CH:18][CH:17]=[CH:16][CH:15]=3)[CH:10]=[CH:11][C:12]=2[OH:13])=[CH:5][CH:4]=[N:3]1.C(=O)([O-])[O-].[K+].[K+].[C:26]([C:28]1[CH:29]=[C:30]([S:35]([NH:38][C:39]2[S:40][C:41]([F:44])=[CH:42][N:43]=2)(=[O:37])=[O:36])[CH:31]=[CH:32][C:33]=1F)#[N:27].[Cl-].[NH4+], predict the reaction product. The product is: [C:26]([C:28]1[CH:29]=[C:30]([S:35]([NH:38][C:39]2[S:40][C:41]([F:44])=[CH:42][N:43]=2)(=[O:37])=[O:36])[CH:31]=[CH:32][C:33]=1[O:13][C:12]1[CH:11]=[CH:10][C:9]([C:14]2[CH:15]=[CH:16][CH:17]=[CH:18][CH:19]=2)=[CH:8][C:7]=1[C:6]1[N:2]([CH3:1])[N:3]=[CH:4][CH:5]=1)#[N:27]. (8) The product is: [C:1]([O:5][C:6](=[O:20])[CH2:7][O:8][C:9]1[CH:14]=[CH:13][C:12]([S:15][CH2:16][C:17]#[C:18][C:22]2[CH:27]=[CH:26][C:25]([C:28]([F:31])([F:30])[F:29])=[CH:24][CH:23]=2)=[CH:11][C:10]=1[CH3:19])([CH3:4])([CH3:3])[CH3:2]. Given the reactants [C:1]([O:5][C:6](=[O:20])[CH2:7][O:8][C:9]1[CH:14]=[CH:13][C:12]([S:15][CH2:16][C:17]#[CH:18])=[CH:11][C:10]=1[CH3:19])([CH3:4])([CH3:3])[CH3:2].I[C:22]1[CH:27]=[CH:26][C:25]([C:28]([F:31])([F:30])[F:29])=[CH:24][CH:23]=1.CCN(CC)CC.Cl, predict the reaction product.